From a dataset of Full USPTO retrosynthesis dataset with 1.9M reactions from patents (1976-2016). Predict the reactants needed to synthesize the given product. (1) Given the product [C:42]1([CH2:41][O:40][C:39]2[CH:38]=[CH:37][C:34]([CH:35]=[O:36])=[CH:33][C:32]=2[CH2:31][N:8]([CH2:1][C:2]2[CH:7]=[CH:6][CH:5]=[CH:4][CH:3]=2)[CH2:9][CH2:10][C:11]2[CH:16]=[CH:15][CH:14]=[CH:13][CH:12]=2)[CH:47]=[CH:46][CH:45]=[CH:44][CH:43]=1, predict the reactants needed to synthesize it. The reactants are: [CH2:1]([NH:8][CH2:9][CH2:10][C:11]1[CH:16]=[CH:15][CH:14]=[CH:13][CH:12]=1)[C:2]1[CH:7]=[CH:6][CH:5]=[CH:4][CH:3]=1.C(N(C(C)C)CC)(C)C.CS(O[CH2:31][C:32]1[CH:33]=[C:34]([CH:37]=[CH:38][C:39]=1[O:40][CH2:41][C:42]1[CH:47]=[CH:46][CH:45]=[CH:44][CH:43]=1)[CH:35]=[O:36])(=O)=O. (2) Given the product [ClH:11].[N:1]1[CH:12]=[CH:13][N:10]2[CH:9]=[CH:8][CH:7]=[C:3]([C:4]([OH:6])=[O:5])[C:2]=12, predict the reactants needed to synthesize it. The reactants are: [NH2:1][C:2]1[N:10]=[CH:9][CH:8]=[CH:7][C:3]=1[C:4]([OH:6])=[O:5].[Cl:11][CH2:12][CH:13]=O. (3) Given the product [CH3:14][O:13][C:11]([C:6]1[CH:7]=[CH:8][CH:9]=[C:10]2[C:5]=1[CH:4]=[CH:3][CH:2]=[N+:1]2[O-:23])=[O:12], predict the reactants needed to synthesize it. The reactants are: [N:1]1[C:10]2[CH:9]=[CH:8][CH:7]=[C:6]([C:11]([O:13][CH3:14])=[O:12])[C:5]=2[CH:4]=[CH:3][CH:2]=1.ClC1C=CC=C(C(OO)=[O:23])C=1.S([O-])([O-])(=O)=S.[Na+].[Na+].C(=O)([O-])[O-].[K+].[K+].